Dataset: Catalyst prediction with 721,799 reactions and 888 catalyst types from USPTO. Task: Predict which catalyst facilitates the given reaction. (1) Reactant: [C:1]([C:4](=[C:10](OCC)[CH3:11])[C:5]([O:7][CH2:8][CH3:9])=[O:6])(=O)[CH3:2].C(O)(=O)C.[CH:19]([NH2:21])=[NH:20].[O-]CC.[Na+]. Product: [CH3:2][C:1]1[C:4]([C:5]([O:7][CH2:8][CH3:9])=[O:6])=[C:10]([CH3:11])[N:21]=[CH:19][N:20]=1. The catalyst class is: 8. (2) Reactant: FC(F)(F)S([O:6][S:7]([C:10]([F:13])([F:12])[F:11])(=[O:9])=[O:8])(=O)=O.[CH3:16][O:17][C:18]([C:20]1[S:24][C:23]2[CH:25]=[C:26]([C:29]([O:31][C:32]([CH3:35])([CH3:34])[CH3:33])=[O:30])[CH:27]=[CH:28][C:22]=2[C:21]=1O)=[O:19].O.CCOC(C)=O. Product: [CH3:16][O:17][C:18]([C:20]1[S:24][C:23]2[CH:25]=[C:26]([C:29]([O:31][C:32]([CH3:35])([CH3:34])[CH3:33])=[O:30])[CH:27]=[CH:28][C:22]=2[C:21]=1[O:6][S:7]([C:10]([F:11])([F:12])[F:13])(=[O:8])=[O:9])=[O:19]. The catalyst class is: 624.